This data is from CYP2C9 inhibition data for predicting drug metabolism from PubChem BioAssay. The task is: Regression/Classification. Given a drug SMILES string, predict its absorption, distribution, metabolism, or excretion properties. Task type varies by dataset: regression for continuous measurements (e.g., permeability, clearance, half-life) or binary classification for categorical outcomes (e.g., BBB penetration, CYP inhibition). Dataset: cyp2c9_veith. (1) The molecule is O=c1[nH]c2cc([N+](=O)[O-])c([N+](=O)[O-])cc2[nH]c1=O. The result is 0 (non-inhibitor). (2) The drug is CCOc1ccc(N2C(=O)CC(Sc3nc(-c4cccs4)cc(C(F)(F)F)c3C#N)C2=O)cc1. The result is 1 (inhibitor). (3) The molecule is O=C(c1cnccn1)N1CCC2(CC1)CCN(c1ccccc1)CC2. The result is 0 (non-inhibitor). (4) The drug is CC[C@H]1NC(=O)c2cc(S(N)(=O)=O)c(Cl)cc2N1. The result is 0 (non-inhibitor). (5) The compound is Cc1ccc(-c2csc(N3CCC(NS(=O)(=O)c4ccc5c(c4)OCCO5)CC3)n2)cc1. The result is 1 (inhibitor). (6) The compound is COC(=O)c1cc(OC)c(OC)cc1NC(=S)N1CCN(C)CC1. The result is 0 (non-inhibitor). (7) The drug is Nc1ccc(Sc2cnn(-c3ccccc3)c(=O)c2Cl)cc1. The result is 1 (inhibitor). (8) The compound is Cc1ccc(N2C(=O)CSC2c2cccnc2)cc1F. The result is 0 (non-inhibitor). (9) The molecule is N=C(N)c1ccccc1. The result is 0 (non-inhibitor).